Dataset: Full USPTO retrosynthesis dataset with 1.9M reactions from patents (1976-2016). Task: Predict the reactants needed to synthesize the given product. Given the product [OH:48][C@H:2]([CH2:3][OH:5])[CH2:39][CH2:38][NH:40][C:25]([CH:17]1[CH:16]([C:28]2[CH:33]=[CH:32][CH:31]=[C:30]([Cl:34])[C:29]=2[F:35])[C:15]([C:12]2[CH:13]=[CH:14][C:9]([Br:8])=[CH:10][CH:11]=2)([C:36]#[N:37])[CH:19]([CH2:20][C:21]([CH3:24])([CH3:23])[CH3:22])[NH:18]1)=[O:26], predict the reactants needed to synthesize it. The reactants are: F[C:2](F)(F)[C:3]([OH:5])=O.[Br:8][C:9]1[CH:14]=[CH:13][C:12]([C:15]2([C:36]#[N:37])[CH:19]([CH2:20][C:21]([CH3:24])([CH3:23])[CH3:22])[NH:18][CH:17]([C:25](O)=[O:26])[CH:16]2[C:28]2[CH:33]=[CH:32][CH:31]=[C:30]([Cl:34])[C:29]=2[F:35])=[CH:11][CH:10]=1.[CH2:38]([NH2:40])[CH3:39].CN(C([O:48]N1N=NC2C=CC=NC1=2)=[N+](C)C)C.F[P-](F)(F)(F)(F)F.CCN(C(C)C)C(C)C.Cl.